Dataset: NCI-60 drug combinations with 297,098 pairs across 59 cell lines. Task: Regression. Given two drug SMILES strings and cell line genomic features, predict the synergy score measuring deviation from expected non-interaction effect. Cell line: SF-268. Synergy scores: CSS=44.6, Synergy_ZIP=7.65, Synergy_Bliss=7.53, Synergy_Loewe=7.37, Synergy_HSA=10.7. Drug 2: C1=C(C(=O)NC(=O)N1)F. Drug 1: CCC1=CC2CC(C3=C(CN(C2)C1)C4=CC=CC=C4N3)(C5=C(C=C6C(=C5)C78CCN9C7C(C=CC9)(C(C(C8N6C)(C(=O)OC)O)OC(=O)C)CC)OC)C(=O)OC.C(C(C(=O)O)O)(C(=O)O)O.